From a dataset of Forward reaction prediction with 1.9M reactions from USPTO patents (1976-2016). Predict the product of the given reaction. (1) Given the reactants [CH2:1]([O:8][C:9]1[CH:14]=[CH:13][C:12]([CH2:15][CH:16]=O)=[CH:11][CH:10]=1)[C:2]1[CH:7]=[CH:6][CH:5]=[CH:4][CH:3]=1.C1(P(=[CH:37][C:38]([O:40][CH3:41])=[O:39])(C2C=CC=CC=2)C2C=CC=CC=2)C=CC=CC=1, predict the reaction product. The product is: [CH2:1]([O:8][C:9]1[CH:10]=[CH:11][C:12]([CH2:15]/[CH:16]=[CH:37]/[C:38]([O:40][CH3:41])=[O:39])=[CH:13][CH:14]=1)[C:2]1[CH:3]=[CH:4][CH:5]=[CH:6][CH:7]=1. (2) The product is: [F:21][C:15]1[CH:16]=[C:17]([I:20])[CH:18]=[CH:19][C:14]=1[NH:13][C:11]1[C:5]([C:6]([O:8][CH2:9][CH3:10])=[O:7])=[CH:4][N:3]([CH3:26])[C:2](=[O:40])[CH:12]=1. Given the reactants Cl[C:2]1[CH:12]=[C:11]([NH:13][C:14]2[CH:19]=[CH:18][C:17]([I:20])=[CH:16][C:15]=2[F:21])[C:5]([C:6]([O:8][CH2:9][CH3:10])=[O:7])=[CH:4][N:3]=1.S(OC)(O[CH3:26])(=O)=O.C(N(CC)CC)C.C(O)(=O)C.[OH2:40], predict the reaction product. (3) Given the reactants Br[CH2:2][C:3]1[N:4]=[N:5][S:6][C:7]=1[C:8]([O:10]CC)=O.[NH2:13][CH2:14][C:15]1[C:20]([CH3:21])=[N:19][C:18]2[N:22]([CH2:25][CH3:26])[N:23]=[CH:24][C:17]=2[C:16]=1[NH:27][CH:28]1[CH2:33][CH2:32][O:31][CH2:30][CH2:29]1, predict the reaction product. The product is: [CH2:25]([N:22]1[C:18]2=[N:19][C:20]([CH3:21])=[C:15]([CH2:14][N:13]3[C:8](=[O:10])[C:7]4[S:6][N:5]=[N:4][C:3]=4[CH2:2]3)[C:16]([NH:27][CH:28]3[CH2:29][CH2:30][O:31][CH2:32][CH2:33]3)=[C:17]2[CH:24]=[N:23]1)[CH3:26].